From a dataset of Catalyst prediction with 721,799 reactions and 888 catalyst types from USPTO. Predict which catalyst facilitates the given reaction. (1) Reactant: [Cl:1][C:2]1[CH:3]=[CH:4][C:5]([O:36][CH:37]([F:39])[F:38])=[C:6]([C:8]2[C:12]([NH:13][C:14]([C:16]3[CH:17]=[N:18][N:19]4[CH:24]=[CH:23][CH:22]=[N:21][C:20]=34)=[O:15])=[CH:11][N:10]([CH2:25][C:26]([N:28]3[CH2:33][CH2:32][CH:31]([NH:34][CH3:35])[CH2:30][CH2:29]3)=[O:27])[N:9]=2)[CH:7]=1.CCN(C(C)C)C(C)C.Br[CH2:50][C:51]1[CH2:55][O:54][C:53](=[O:56])[CH:52]=1. Product: [Cl:1][C:2]1[CH:3]=[CH:4][C:5]([O:36][CH:37]([F:38])[F:39])=[C:6]([C:8]2[C:12]([NH:13][C:14]([C:16]3[CH:17]=[N:18][N:19]4[CH:24]=[CH:23][CH:22]=[N:21][C:20]=34)=[O:15])=[CH:11][N:10]([CH2:25][C:26]([N:28]3[CH2:29][CH2:30][CH:31]([N:34]([CH3:35])[CH2:50][C:51]4[CH2:55][O:54][C:53](=[O:56])[CH:52]=4)[CH2:32][CH2:33]3)=[O:27])[N:9]=2)[CH:7]=1. The catalyst class is: 3. (2) Reactant: [F:1][C:2]1[CH:8]=[C:7]([CH3:9])[C:6]([S:10][CH2:11][C:12]([F:15])([F:14])[F:13])=[CH:5][C:3]=1[NH2:4].Cl.[N:17]([O-])=O.[Na+].[O:21]=[C:22]([NH:32][C:33](=[O:37])[O:34][CH2:35][CH3:36])[CH2:23][C:24]([NH:26][C:27](=[O:31])[O:28][CH2:29][CH3:30])=[O:25].C([O-])(=O)C.[Na+]. Product: [F:1][C:2]1[CH:8]=[C:7]([CH3:9])[C:6]([S:10][CH2:11][C:12]([F:13])([F:15])[F:14])=[CH:5][C:3]=1[NH:4][N:17]=[C:23]([C:22]([NH:32][C:33](=[O:37])[O:34][CH2:35][CH3:36])=[O:21])[C:24]([NH:26][C:27](=[O:31])[O:28][CH2:29][CH3:30])=[O:25]. The catalyst class is: 15. (3) Reactant: [F:1][C:2]1[CH:7]=[CH:6][C:5]([NH:8][C:9]2[C:10]3[C:17]([CH3:18])=[C:16]([C:19]([O:21][CH3:22])=[O:20])[S:15][C:11]=3[N:12]=[CH:13][N:14]=2)=[C:4]([OH:23])[CH:3]=1.C(=O)([O-])[O-].[Cs+].[Cs+].[C:30]([O:34][C:35](=[O:39])[CH:36](Br)[CH3:37])([CH3:33])([CH3:32])[CH3:31]. Product: [CH3:22][O:21][C:19]([C:16]1[S:15][C:11]2[N:12]=[CH:13][N:14]=[C:9]([NH:8][C:5]3[CH:6]=[CH:7][C:2]([F:1])=[CH:3][C:4]=3[O:23][CH:36]([CH3:37])[C:35]([O:34][C:30]([CH3:33])([CH3:32])[CH3:31])=[O:39])[C:10]=2[C:17]=1[CH3:18])=[O:20]. The catalyst class is: 10. (4) Reactant: [CH3:1][C:2]([S@@:5]([NH2:7])=[O:6])([CH3:4])[CH3:3].I[C:9]1[C:10]([NH:15][C@@H:16]([CH:18]2[CH2:23][CH2:22][O:21][CH2:20][CH2:19]2)[CH3:17])=[N:11][CH:12]=[CH:13][CH:14]=1.C1(C2C=CC=CC=2)C(O)=CC=CC=1.C(=O)([O-])[O-].[Cs+].[Cs+].O[C:44]([CH3:51])=[CH:45][C:46]([O:48][CH2:49][CH3:50])=[O:47]. Product: [CH3:1][C:2]([S@@:5]([NH2:7])=[O:6])([CH3:4])[CH3:3].[CH3:51][C:44]1[N:15]([C@@H:16]([CH:18]2[CH2:23][CH2:22][O:21][CH2:20][CH2:19]2)[CH3:17])[C:10]2=[N:11][CH:12]=[CH:13][CH:14]=[C:9]2[C:45]=1[C:46]([O:48][CH2:49][CH3:50])=[O:47]. The catalyst class is: 356. (5) Reactant: [F-].C([N+](CCCC)(CCCC)CCCC)CCC.[CH2:19]([O:26][C:27]([N:29]1[CH2:35][CH2:34][C:33](=[O:36])[N:32]([CH:37]([CH2:48][O:49][CH3:50])[CH2:38][CH2:39][O:40][Si](C(C)(C)C)(C)C)[CH2:31][CH2:30]1)=[O:28])[C:20]1[CH:25]=[CH:24][CH:23]=[CH:22][CH:21]=1.O. Product: [CH2:19]([O:26][C:27]([N:29]1[CH2:35][CH2:34][C:33](=[O:36])[N:32]([CH:37]([CH2:48][O:49][CH3:50])[CH2:38][CH2:39][OH:40])[CH2:31][CH2:30]1)=[O:28])[C:20]1[CH:25]=[CH:24][CH:23]=[CH:22][CH:21]=1. The catalyst class is: 7. (6) Reactant: [NH2:1][C:2]1[C:3]([NH:8][CH:9]2[CH2:14][CH2:13][CH2:12][CH2:11][CH2:10]2)=[N:4][CH:5]=[CH:6][CH:7]=1.[CH2:15]([O:17][C:18]([N:20]=[C:21]=S)=[O:19])[CH3:16].[CH2:23]([NH:26][CH2:27][CH2:28]C)[CH2:24]C. Product: [CH:9]1([NH:8][C:3]2[C:2]([N:1]=[C:21]([NH:20][C:18](=[O:19])[O:17][CH2:15][CH3:16])[N:26]([CH2:27][CH3:28])[CH2:23][CH3:24])=[CH:7][CH:6]=[CH:5][N:4]=2)[CH2:14][CH2:13][CH2:12][CH2:11][CH2:10]1. The catalyst class is: 3. (7) Reactant: C([O:8][C:9]1[CH:19]=[CH:18][C:12]([C:13]([N:15]([CH3:17])[CH3:16])=[O:14])=[CH:11][C:10]=1[C:20]([NH:22][C:23]1[CH:28]=[C:27]([C:29]([F:32])([F:31])[F:30])[CH:26]=[C:25]([C:33]([F:36])([F:35])[F:34])[CH:24]=1)=[O:21])C1C=CC=CC=1.C(O)C. Product: [F:30][C:29]([F:31])([F:32])[C:27]1[CH:28]=[C:23]([NH:22][C:20](=[O:21])[C:10]2[CH:11]=[C:12]([CH:18]=[CH:19][C:9]=2[OH:8])[C:13]([N:15]([CH3:17])[CH3:16])=[O:14])[CH:24]=[C:25]([C:33]([F:35])([F:34])[F:36])[CH:26]=1. The catalyst class is: 153. (8) Reactant: Br[C:2]1[S:3][C:4]([CH:7]([O:12][Si:13]([C:16]([CH3:19])([CH3:18])[CH3:17])([CH3:15])[CH3:14])[C:8]([F:11])([F:10])[F:9])=[CH:5][N:6]=1.C([Li])CCC.CON(C)[C:28](=[O:30])[CH3:29].[Cl-].[NH4+]. Product: [Si:13]([O:12][CH:7]([C:4]1[S:3][C:2]([C:28](=[O:30])[CH3:29])=[N:6][CH:5]=1)[C:8]([F:11])([F:10])[F:9])([C:16]([CH3:19])([CH3:18])[CH3:17])([CH3:15])[CH3:14]. The catalyst class is: 20. (9) Reactant: Cl.[CH2:2]([O:4][C:5](=[O:38])[C@@H:6]([NH2:37])[CH2:7][NH:8]C([C@@H]1CCCN(C(=O)CCC2CCN(C(OCC3C=CC=CC=3)=O)CC2)C1)=O)[CH3:3].[CH3:39][O:40][CH2:41][CH2:42][C:43](O)=[O:44].ON1C2C=CC=CC=2N=N1.C(N=C=NCCCN(C)C)C. Product: [CH2:2]([O:4][C:5](=[O:38])[C@@H:6]([NH:37][C:43](=[O:44])[CH2:42][CH2:41][O:40][CH3:39])[CH2:7][NH2:8])[CH3:3]. The catalyst class is: 35. (10) Reactant: Br[C:2]1[C:10]2[C:9]([NH:11][C@H:12]([C:14]3[N:19]([C:20]4[CH:25]=[CH:24][CH:23]=[CH:22][CH:21]=4)[C:18](=[O:26])[C:17]4=[C:27]([CH3:30])[CH:28]=[CH:29][N:16]4[N:15]=3)C)=[N:8][CH:7]=[N:6][C:5]=2[N:4]([CH2:31][O:32][CH2:33][CH2:34][Si:35]([CH3:38])([CH3:37])[CH3:36])[CH:3]=1.[OH:39][C:40]1[CH:41]=[C:42]([CH:48]=[C:49](B2OC(C)(C)C(C)(C)O2)[CH:50]=1)[C:43]([N:45]([CH3:47])[CH3:46])=[O:44].C(=O)([O-])[O-].[Na+].[Na+]. Product: [OH:39][C:40]1[CH:41]=[C:42]([CH:48]=[C:49]([C:2]2[C:10]3[C:9]([NH:11][CH2:12][C:14]4[N:19]([C:20]5[CH:25]=[CH:24][CH:23]=[CH:22][CH:21]=5)[C:18](=[O:26])[C:17]5=[C:27]([CH3:30])[CH:28]=[CH:29][N:16]5[N:15]=4)=[N:8][CH:7]=[N:6][C:5]=3[N:4]([CH2:31][O:32][CH2:33][CH2:34][Si:35]([CH3:38])([CH3:37])[CH3:36])[CH:3]=2)[CH:50]=1)[C:43]([N:45]([CH3:47])[CH3:46])=[O:44]. The catalyst class is: 149.